Dataset: NCI-60 drug combinations with 297,098 pairs across 59 cell lines. Task: Regression. Given two drug SMILES strings and cell line genomic features, predict the synergy score measuring deviation from expected non-interaction effect. (1) Drug 1: C1CCN(CC1)CCOC2=CC=C(C=C2)C(=O)C3=C(SC4=C3C=CC(=C4)O)C5=CC=C(C=C5)O. Drug 2: CC1CCC2CC(C(=CC=CC=CC(CC(C(=O)C(C(C(=CC(C(=O)CC(OC(=O)C3CCCCN3C(=O)C(=O)C1(O2)O)C(C)CC4CCC(C(C4)OC)O)C)C)O)OC)C)C)C)OC. Cell line: OVCAR3. Synergy scores: CSS=18.3, Synergy_ZIP=-0.205, Synergy_Bliss=-3.07, Synergy_Loewe=-19.7, Synergy_HSA=-4.79. (2) Drug 1: CN(C)C(=N)N=C(N)N. Drug 2: C1CC(CNC1)C2=CC=C(C=C2)N3C=C4C=CC=C(C4=N3)C(=O)N. Cell line: NCI-H460. Synergy scores: CSS=4.10, Synergy_ZIP=0.0595, Synergy_Bliss=-0.0514, Synergy_Loewe=2.72, Synergy_HSA=2.72.